Dataset: Forward reaction prediction with 1.9M reactions from USPTO patents (1976-2016). Task: Predict the product of the given reaction. (1) Given the reactants [OH:1][C:2]1[C:11]2[C:6](=[CH:7][CH:8]=[CH:9][CH:10]=2)[C:5]([CH2:12][CH2:13][CH2:14][CH2:15][NH:16][C:17](=[O:26])[O:18][CH2:19][C:20]2[CH:25]=[CH:24][CH:23]=[CH:22][CH:21]=2)=[CH:4][CH:3]=1.[O:27]1[CH2:29][CH:28]1[CH2:30][OH:31], predict the reaction product. The product is: [OH:27][CH:28]([CH2:30][OH:31])[CH2:29][O:1][C:2]1[C:11]2[C:6](=[CH:7][CH:8]=[CH:9][CH:10]=2)[C:5]([CH2:12][CH2:13][CH2:14][CH2:15][NH:16][C:17](=[O:26])[O:18][CH2:19][C:20]2[CH:25]=[CH:24][CH:23]=[CH:22][CH:21]=2)=[CH:4][CH:3]=1. (2) Given the reactants [NH:1]1[C:5]([C:6]2[CH:7]=[C:8]([CH:31]=[C:32]([C:34]([F:37])([F:36])[F:35])[CH:33]=2)[CH2:9][O:10][CH2:11][C:12]2([C:25]3[CH:30]=[CH:29][CH:28]=[CH:27][CH:26]=3)[CH2:17][CH2:16][N:15](C(OC(C)(C)C)=O)[CH2:14][CH2:13]2)=[N:4][N:3]=[N:2]1, predict the reaction product. The product is: [NH:4]1[C:5]([C:6]2[CH:7]=[C:8]([CH:31]=[C:32]([C:34]([F:37])([F:35])[F:36])[CH:33]=2)[CH2:9][O:10][CH2:11][C:12]2([C:25]3[CH:30]=[CH:29][CH:28]=[CH:27][CH:26]=3)[CH2:13][CH2:14][NH:15][CH2:16][CH2:17]2)=[N:1][N:2]=[N:3]1. (3) Given the reactants [N+:1]([C:4]1[CH:9]=[CH:8][C:7](/[C:10](/[C:14]2[CH:19]=[CH:18][CH:17]=[CH:16][CH:15]=2)=[CH:11]/[CH2:12][OH:13])=[CH:6][CH:5]=1)([O-:3])=[O:2].CC(OI1(OC(C)=O)(OC(C)=O)OC(=O)C2C=CC=CC1=2)=O, predict the reaction product. The product is: [N+:1]([C:4]1[CH:5]=[CH:6][C:7](/[C:10](/[C:14]2[CH:15]=[CH:16][CH:17]=[CH:18][CH:19]=2)=[CH:11]/[CH:12]=[O:13])=[CH:8][CH:9]=1)([O-:3])=[O:2]. (4) Given the reactants Cl.[CH2:2]([O:9][C:10]1[CH:19]=[CH:18][CH:17]=[C:16]2[C:11]=1[CH2:12][CH2:13][CH2:14][CH:15]2[C:20]([N:22]([C:29]1[CH:30]=[N:31][C:32]([CH:35]([CH3:37])[CH3:36])=[CH:33][CH:34]=1)[CH2:23][C:24]1[CH:25]=[N:26][NH:27][CH:28]=1)=[O:21])[C:3]1[CH:8]=[CH:7][CH:6]=[CH:5][CH:4]=1.Cl[CH2:39][C:40]1[N:45]=[CH:44][C:43]([O:46][CH3:47])=[CH:42][CH:41]=1, predict the reaction product. The product is: [CH2:2]([O:9][C:10]1[CH:19]=[CH:18][CH:17]=[C:16]2[C:11]=1[CH2:12][CH2:13][CH2:14][CH:15]2[C:20]([N:22]([C:29]1[CH:30]=[N:31][C:32]([CH:35]([CH3:37])[CH3:36])=[CH:33][CH:34]=1)[CH2:23][C:24]1[CH:25]=[N:26][N:27]([CH2:39][C:40]2[CH:41]=[CH:42][C:43]([O:46][CH3:47])=[CH:44][N:45]=2)[CH:28]=1)=[O:21])[C:3]1[CH:8]=[CH:7][CH:6]=[CH:5][CH:4]=1. (5) Given the reactants CS(O[CH2:6][CH:7]1[N:17]2[C:18]3[N:9]([C:10](=[O:20])[CH:11]=[CH:12][C:13]=3[N:14]=[CH:15][C:16]2=[O:19])[CH2:8]1)(=O)=O.N1C=CC=CC=1.[NH:27]1[CH2:32][CH2:31][CH:30]([NH:33][C:34](=[O:40])[O:35][C:36]([CH3:39])([CH3:38])[CH3:37])[CH2:29][CH2:28]1.CO, predict the reaction product. The product is: [O:19]=[C:16]1[CH:15]=[N:14][C:13]2=[C:18]3[N:17]1[CH:7]([CH2:6][N:27]1[CH2:28][CH2:29][CH:30]([NH:33][C:34](=[O:40])[O:35][C:36]([CH3:38])([CH3:37])[CH3:39])[CH2:31][CH2:32]1)[CH2:8][N:9]3[C:10](=[O:20])[CH:11]=[CH:12]2. (6) Given the reactants Cl[CH2:2][C:3]1[O:7][N:6]=[C:5]([C:8]2[CH:13]=[CH:12][C:11]([O:14][CH2:15][CH2:16][CH3:17])=[CH:10][CH:9]=2)[CH:4]=1.[C:18]1([C:24]2[N:32]=[C:27]3[CH:28]=[N:29][NH:30][CH:31]=[C:26]3[N:25]=2)[CH:23]=[CH:22][CH:21]=[CH:20][CH:19]=1, predict the reaction product. The product is: [C:18]1([C:24]2[N:32]=[C:27]3[CH:28]=[N:29][N:30]([CH2:2][C:3]4[O:7][N:6]=[C:5]([C:8]5[CH:13]=[CH:12][C:11]([O:14][CH2:15][CH2:16][CH3:17])=[CH:10][CH:9]=5)[CH:4]=4)[CH:31]=[C:26]3[N:25]=2)[CH:19]=[CH:20][CH:21]=[CH:22][CH:23]=1. (7) Given the reactants Cl[CH2:2][C:3]1[C:4]([CH3:9])=[N:5][O:6][C:7]=1[CH3:8].C([O:12][C:13](=[O:37])[CH2:14][CH:15]1[C:23]2[C:18](=[C:19]([Br:36])[C:20]([O:25][C:26]3[CH:31]=[CH:30][C:29]([OH:32])=[C:28]([CH:33]([CH3:35])[CH3:34])[CH:27]=3)=[C:21]([Br:24])[CH:22]=2)[CH2:17][CH2:16]1)C.NC1N=C(NC2C=CC=CC=2)N=C(COC2C=CC(OC3C(Br)=C4C(=CC=3Br)C(CC(O)=O)CC4)=CC=2C(C)C)N=1, predict the reaction product. The product is: [Br:36][C:19]1[C:20]([O:25][C:26]2[CH:31]=[CH:30][C:29]([O:32][CH2:2][C:3]3[C:4]([CH3:9])=[N:5][O:6][C:7]=3[CH3:8])=[C:28]([CH:33]([CH3:35])[CH3:34])[CH:27]=2)=[C:21]([Br:24])[CH:22]=[C:23]2[C:18]=1[CH2:17][CH2:16][CH:15]2[CH2:14][C:13]([OH:37])=[O:12]. (8) Given the reactants [CH2:1]([O:3][C:4]([C:6]1([C:9]2[CH:14]=[CH:13][C:12]([C:15]3[CH:20]=[CH:19][C:18]([C:21]4[O:25][N:24]=[C:23]([CH3:26])[C:22]=4[NH2:27])=[CH:17][CH:16]=3)=[CH:11][CH:10]=2)[CH2:8][CH2:7]1)=[O:5])[CH3:2].[CH3:28][N:29]([CH3:42])[CH2:30][CH2:31][NH:32][C:33]([C:35]1[CH:40]=[CH:39][CH:38]=[C:37](Br)[N:36]=1)=[O:34], predict the reaction product. The product is: [CH2:1]([O:3][C:4]([C:6]1([C:9]2[CH:10]=[CH:11][C:12]([C:15]3[CH:20]=[CH:19][C:18]([C:21]4[O:25][N:24]=[C:23]([CH3:26])[C:22]=4[NH:27][C:37]4[CH:38]=[CH:39][CH:40]=[C:35]([C:33](=[O:34])[NH:32][CH2:31][CH2:30][N:29]([CH3:28])[CH3:42])[N:36]=4)=[CH:17][CH:16]=3)=[CH:13][CH:14]=2)[CH2:8][CH2:7]1)=[O:5])[CH3:2].